This data is from Catalyst prediction with 721,799 reactions and 888 catalyst types from USPTO. The task is: Predict which catalyst facilitates the given reaction. (1) Reactant: [C:1](OCCCC)(=O)[CH:2]=[CH2:3].C(OCC=C)(=[O:14])C(C)=C.S(OOS([O-])(=O)=O)([O-])(=O)=O.[K+].[K+].C(OC)(=O)C(C)=C.C(OCC)(=O)C=C.[C:45]([O:50][CH2:51][CH:52]1[O:54][CH2:53]1)(=[O:49])[C:46]([CH3:48])=C. Product: [CH3:1][CH2:2][CH2:3][C@@H:48]([OH:14])[C@@H:46]1[C:45](=[O:49])[O:50][CH2:51][C@H:52]1[CH2:53][OH:54]. The catalyst class is: 6. (2) Reactant: C(OC([N:8]1[C:12]2[N:13]=[CH:14][N:15]=[C:16]([N:17]3[CH2:24][C:21]4([CH2:23][CH2:22]4)[N:20]([S:25](=[O:28])(=[O:27])[NH2:26])[CH2:19][CH2:18]3)[C:11]=2[CH:10]=[CH:9]1)=O)(C)(C)C.C([O-])([O-])=O.[Cs+].[Cs+].Br[CH:36]([CH2:38][CH2:39][CH3:40])[CH3:37]. Product: [CH3:37][CH:36]([NH:26][S:25]([N:20]1[C:21]2([CH2:22][CH2:23]2)[CH2:24][N:17]([C:16]2[C:11]3[CH:10]=[CH:9][NH:8][C:12]=3[N:13]=[CH:14][N:15]=2)[CH2:18][CH2:19]1)(=[O:27])=[O:28])[CH2:38][CH2:39][CH3:40]. The catalyst class is: 3. (3) Reactant: [C:1]([NH2:10])(=[O:9])[C:2]1[C:3](=[CH:5][CH:6]=[CH:7][CH:8]=1)[NH2:4].[CH3:11][O:12][C:13]1[CH:14]=[C:15]([CH2:21][C:22](O)=O)[CH:16]=[CH:17][C:18]=1[O:19][CH3:20].ON1C2C=CC=CC=2N=N1. Product: [CH3:11][O:12][C:13]1[CH:14]=[C:15]([CH:16]=[CH:17][C:18]=1[O:19][CH3:20])[CH2:21][C:22]1[N:10]=[C:1]([OH:9])[C:2]2[C:3](=[CH:5][CH:6]=[CH:7][CH:8]=2)[N:4]=1. The catalyst class is: 9. (4) Reactant: [OH:1][CH2:2][CH2:3][CH:4]1[C:9](=[O:10])[NH:8][C:7](=[S:11])[NH:6][C:5]1=[O:12].[Na].I[CH3:15]. Product: [OH:1][CH2:2][CH2:3][CH:4]1[C:9](=[O:10])[NH:8][C:7]([S:11][CH3:15])=[N:6][C:5]1=[O:12]. The catalyst class is: 5. (5) Reactant: [Cl:1][C:2]1[CH:37]=[CH:36][C:5]([CH2:6][N:7]2[C:12]([NH:13][C:14]3[CH:19]=[CH:18][C:17]([O:20][CH:21]([CH3:23])[CH3:22])=[C:16]([F:24])[CH:15]=3)=[N:11][C:10]([O:25][CH2:26][CH2:27][O:28]C3CCCCO3)=[N:9][C:8]2=[O:35])=[CH:4][CH:3]=1.O.C1(C)C=CC(S(O)(=O)=O)=CC=1.C(=O)(O)[O-].[Na+]. Product: [Cl:1][C:2]1[CH:3]=[CH:4][C:5]([CH2:6][N:7]2[C:12]([NH:13][C:14]3[CH:19]=[CH:18][C:17]([O:20][CH:21]([CH3:23])[CH3:22])=[C:16]([F:24])[CH:15]=3)=[N:11][C:10]([O:25][CH2:26][CH2:27][OH:28])=[N:9][C:8]2=[O:35])=[CH:36][CH:37]=1. The catalyst class is: 5. (6) Reactant: [F:1][C:2]([F:32])([F:31])[O:3][C:4]1[CH:9]=[CH:8][C:7]([N:10]2[CH:14]=[N:13][C:12]([C:15]3[CH:30]=[CH:29][C:18]([CH2:19][CH2:20][NH:21][C:22](=[O:28])[O:23][C:24]([CH3:27])([CH3:26])[CH3:25])=[CH:17][CH:16]=3)=[N:11]2)=[CH:6][CH:5]=1.[H-].[Na+].I[CH3:36]. Product: [CH3:36][N:21]([CH2:20][CH2:19][C:18]1[CH:29]=[CH:30][C:15]([C:12]2[N:13]=[CH:14][N:10]([C:7]3[CH:6]=[CH:5][C:4]([O:3][C:2]([F:1])([F:31])[F:32])=[CH:9][CH:8]=3)[N:11]=2)=[CH:16][CH:17]=1)[C:22](=[O:28])[O:23][C:24]([CH3:25])([CH3:26])[CH3:27]. The catalyst class is: 9. (7) Reactant: [Si:1]([O:18][CH2:19][C@@H:20]([N:23]1[C@H:28]([C:29]2[CH:34]=[CH:33][C:32]([Cl:35])=[CH:31][CH:30]=2)[C@@H:27]([C:36]2[CH:41]=[CH:40][CH:39]=[C:38]([Cl:42])[CH:37]=2)[CH2:26][CH2:25][C:24]1=[O:43])[CH2:21][CH3:22])([C:14]([CH3:17])([CH3:16])[CH3:15])([C:8]1[CH:13]=[CH:12][CH:11]=[CH:10][CH:9]=1)[C:2]1[CH:7]=[CH:6][CH:5]=[CH:4][CH:3]=1.[CH:44]([N-]C(C)C)(C)[CH3:45].[Li+].ICC. Product: [Si:1]([O:18][CH2:19][C@@H:20]([N:23]1[C@H:28]([C:29]2[CH:30]=[CH:31][C:32]([Cl:35])=[CH:33][CH:34]=2)[C@@H:27]([C:36]2[CH:41]=[CH:40][CH:39]=[C:38]([Cl:42])[CH:37]=2)[CH2:26][CH:25]([CH2:44][CH3:45])[C:24]1=[O:43])[CH2:21][CH3:22])([C:14]([CH3:17])([CH3:16])[CH3:15])([C:2]1[CH:7]=[CH:6][CH:5]=[CH:4][CH:3]=1)[C:8]1[CH:13]=[CH:12][CH:11]=[CH:10][CH:9]=1. The catalyst class is: 1.